From a dataset of NCI-60 drug combinations with 297,098 pairs across 59 cell lines. Regression. Given two drug SMILES strings and cell line genomic features, predict the synergy score measuring deviation from expected non-interaction effect. (1) Drug 1: C1CCC(C1)C(CC#N)N2C=C(C=N2)C3=C4C=CNC4=NC=N3. Drug 2: CC(C)CN1C=NC2=C1C3=CC=CC=C3N=C2N. Cell line: A498. Synergy scores: CSS=1.36, Synergy_ZIP=1.02, Synergy_Bliss=2.27, Synergy_Loewe=0.0351, Synergy_HSA=0.223. (2) Drug 1: C1=CC(=CC=C1CC(C(=O)O)N)N(CCCl)CCCl.Cl. Drug 2: CC1CCC2CC(C(=CC=CC=CC(CC(C(=O)C(C(C(=CC(C(=O)CC(OC(=O)C3CCCCN3C(=O)C(=O)C1(O2)O)C(C)CC4CCC(C(C4)OC)OCCO)C)C)O)OC)C)C)C)OC. Cell line: OVCAR-8. Synergy scores: CSS=38.5, Synergy_ZIP=-0.369, Synergy_Bliss=0.0999, Synergy_Loewe=-0.00845, Synergy_HSA=3.45. (3) Drug 1: CN(C)C1=NC(=NC(=N1)N(C)C)N(C)C. Drug 2: C#CCC(CC1=CN=C2C(=N1)C(=NC(=N2)N)N)C3=CC=C(C=C3)C(=O)NC(CCC(=O)O)C(=O)O. Cell line: A498. Synergy scores: CSS=-1.93, Synergy_ZIP=6.19, Synergy_Bliss=-1.37, Synergy_Loewe=-11.7, Synergy_HSA=-6.30. (4) Drug 1: CN(C)C1=NC(=NC(=N1)N(C)C)N(C)C. Drug 2: CCC1(C2=C(COC1=O)C(=O)N3CC4=CC5=C(C=CC(=C5CN(C)C)O)N=C4C3=C2)O.Cl. Cell line: OVCAR-8. Synergy scores: CSS=3.56, Synergy_ZIP=-8.24, Synergy_Bliss=-2.48, Synergy_Loewe=-37.6, Synergy_HSA=-6.86. (5) Drug 1: C1=CC(=C2C(=C1NCCNCCO)C(=O)C3=C(C=CC(=C3C2=O)O)O)NCCNCCO. Drug 2: C1C(C(OC1N2C=C(C(=O)NC2=O)F)CO)O. Cell line: UACC-257. Synergy scores: CSS=12.8, Synergy_ZIP=-7.38, Synergy_Bliss=-9.42, Synergy_Loewe=-9.95, Synergy_HSA=-7.95. (6) Drug 1: C1C(C(OC1N2C=C(C(=O)NC2=O)F)CO)O. Drug 2: C1CC(=O)NC(=O)C1N2C(=O)C3=CC=CC=C3C2=O. Cell line: MDA-MB-435. Synergy scores: CSS=0.757, Synergy_ZIP=-0.219, Synergy_Bliss=3.52, Synergy_Loewe=1.55, Synergy_HSA=1.56. (7) Drug 1: C1=CC(=C2C(=C1NCCNCCO)C(=O)C3=C(C=CC(=C3C2=O)O)O)NCCNCCO. Drug 2: COC1=C2C(=CC3=C1OC=C3)C=CC(=O)O2. Cell line: UACC62. Synergy scores: CSS=33.6, Synergy_ZIP=1.42, Synergy_Bliss=0.929, Synergy_Loewe=-27.9, Synergy_HSA=1.18.